From a dataset of Catalyst prediction with 721,799 reactions and 888 catalyst types from USPTO. Predict which catalyst facilitates the given reaction. (1) Reactant: CS(O[CH2:6][CH2:7][C:8]1[CH:9]=[CH:10][CH:11]=[C:12]2[C:16]=1[NH:15][CH:14]=[CH:13]2)(=O)=O.[CH2:17]([CH2:19][NH2:20])[OH:18]. Product: [OH:18][CH2:17][CH2:19][NH:20][CH2:6][CH2:7][C:8]1[CH:9]=[CH:10][CH:11]=[C:12]2[C:16]=1[NH:15][CH:14]=[CH:13]2. The catalyst class is: 162. (2) Reactant: [NH:1]1[CH2:4][CH:3]([NH:5][C:6](=[O:12])[O:7][C:8]([CH3:11])([CH3:10])[CH3:9])[CH2:2]1.Cl[C:14]1[S:15][C:16]2[CH:22]=[CH:21][CH:20]=[CH:19][C:17]=2[N:18]=1.[H-].[Na+]. Product: [S:15]1[C:16]2[CH:22]=[CH:21][CH:20]=[CH:19][C:17]=2[N:18]=[C:14]1[N:1]1[CH2:4][CH:3]([NH:5][C:6](=[O:12])[O:7][C:8]([CH3:9])([CH3:11])[CH3:10])[CH2:2]1. The catalyst class is: 3. (3) Reactant: [CH2:1]([O:5][C:6]1[CH:11]=[CH:10][C:9]([O:12][CH3:13])=[C:8]([O:14][CH3:15])[CH:7]=1)[C:2]#[C:3]C.C([Li])CCC.[CH3:21][O:22][C:23]1[C:32]([CH:33]=[O:34])=[C:31]([N+:35]([O-:37])=[O:36])[CH:30]=[C:29]2[C:24]=1[CH:25]=[CH:26][C:27]([CH3:39])([CH3:38])[O:28]2.CCOCC. Product: [CH3:15][O:14][C:8]1[CH:7]=[C:6]([O:5][CH2:1][C:2]#[C:3][C:33]([C:32]2[C:23]([O:22][CH3:21])=[C:24]3[C:29](=[CH:30][C:31]=2[N+:35]([O-:37])=[O:36])[O:28][C:27]([CH3:39])([CH3:38])[CH:26]=[CH:25]3)=[O:34])[CH:11]=[CH:10][C:9]=1[O:12][CH3:13]. The catalyst class is: 725.